Dataset: Forward reaction prediction with 1.9M reactions from USPTO patents (1976-2016). Task: Predict the product of the given reaction. (1) The product is: [N:9]1[CH:10]=[CH:11][CH:12]=[C:7]([N:5]2[CH:6]=[C:2]([N:13]3[CH:17]=[CH:16][C:15]([C:18]4[N:19]=[CH:20][CH:21]=[CH:22][N:23]=4)=[N:14]3)[CH:3]=[N:4]2)[CH:8]=1. Given the reactants Br[C:2]1[CH:3]=[N:4][N:5]([C:7]2[CH:8]=[N:9][CH:10]=[CH:11][CH:12]=2)[CH:6]=1.[NH:13]1[CH:17]=[CH:16][C:15]([C:18]2[N:23]=[CH:22][CH:21]=[CH:20][N:19]=2)=[N:14]1.C(=O)([O-])[O-].[Cs+].[Cs+].C(=NO)C1C(=CC=CC=1)O, predict the reaction product. (2) The product is: [CH:1]([C:3]1[S:7][C:6]([NH:8][CH2:9][C:10]([NH:12][C@@H:13]([CH3:26])[C:14]([NH:16][C@@H:17]([CH3:25])[C:18]([OH:20])=[O:19])=[O:15])=[O:11])=[N:5][CH:4]=1)=[O:2].[ClH:27]. Given the reactants [CH:1]([C:3]1[S:7][C:6]([NH:8][CH2:9][C:10]([NH:12][C@@H:13]([CH3:26])[C:14]([NH:16][C@@H:17]([CH3:25])[C:18]([O:20]C(C)(C)C)=[O:19])=[O:15])=[O:11])=[N:5][CH:4]=1)=[O:2].[ClH:27].C(OCC)C, predict the reaction product. (3) Given the reactants F[C:2](F)(F)C(O)=O.[CH3:8][NH:9][C@H:10]([C:14]([NH:16][C@H:17]([C:21]([N:23]([C@@H:25]([C@@H:61]([CH3:64])[CH2:62][CH3:63])[C@H:26]([O:59][CH3:60])[CH2:27][C:28]([N:30]1[CH2:34][CH2:33][CH2:32][C@H:31]1[C@H:35]([O:57][CH3:58])[C@@H:36]([CH3:56])[C:37]([NH:39][C@@H:40]([CH2:49][C:50]1[CH:55]=[CH:54][CH:53]=[CH:52][CH:51]=1)[C:41]([N:43]1[CH2:48][CH2:47][CH2:46][CH2:45][O:44]1)=[O:42])=[O:38])=[O:29])[CH3:24])=[O:22])[CH:18]([CH3:20])[CH3:19])=[O:15])[CH:11]([CH3:13])[CH3:12].C(OC(=O)[NH:74][CH2:75][CH2:76][CH2:77][CH2:78][CH2:79]C=O)C1C=CC=CC=1, predict the reaction product. The product is: [NH2:74][CH2:75][CH2:76][CH2:77][CH2:78][CH2:79][CH2:8][N:9]([CH3:2])[C@H:10]([C:14]([NH:16][C@H:17]([C:21]([N:23]([C@@H:25]([C@@H:61]([CH3:64])[CH2:62][CH3:63])[C@H:26]([O:59][CH3:60])[CH2:27][C:28]([N:30]1[CH2:34][CH2:33][CH2:32][C@H:31]1[C@H:35]([O:57][CH3:58])[C@@H:36]([CH3:56])[C:37]([NH:39][C@@H:40]([CH2:49][C:50]1[CH:55]=[CH:54][CH:53]=[CH:52][CH:51]=1)[C:41]([N:43]1[CH2:48][CH2:47][CH2:46][CH2:45][O:44]1)=[O:42])=[O:38])=[O:29])[CH3:24])=[O:22])[CH:18]([CH3:19])[CH3:20])=[O:15])[CH:11]([CH3:13])[CH3:12]. (4) Given the reactants [OH:1][C:2]1[CH:7]=[CH:6][CH:5]=[CH:4][C:3]=1[C:8]([C:10]1[CH:15]=[CH:14][C:13]([O:16][CH2:17][C:18]2[N:19]=[C:20]([C:24]3[CH:29]=[CH:28][CH:27]=[CH:26][CH:25]=3)[O:21][C:22]=2[CH3:23])=[CH:12][CH:11]=1)=[O:9].Br[CH:31]([CH3:35])[C:32]([O-:34])=[O:33].C(=O)([O-])[O-].[K+].[K+].CN(C)C=O, predict the reaction product. The product is: [CH3:23][C:22]1[O:21][C:20]([C:24]2[CH:25]=[CH:26][CH:27]=[CH:28][CH:29]=2)=[N:19][C:18]=1[CH2:17][O:16][C:13]1[CH:12]=[CH:11][C:10]([C:8]([C:3]2[CH:4]=[CH:5][CH:6]=[CH:7][C:2]=2[O:1][CH:31]([CH3:35])[C:32]([OH:34])=[O:33])=[O:9])=[CH:15][CH:14]=1.